From a dataset of Peptide-MHC class II binding affinity with 134,281 pairs from IEDB. Regression. Given a peptide amino acid sequence and an MHC pseudo amino acid sequence, predict their binding affinity value. This is MHC class II binding data. (1) The peptide sequence is AAATNGTTVYGAFAA. The MHC is HLA-DPA10103-DPB10401 with pseudo-sequence HLA-DPA10103-DPB10401. The binding affinity (normalized) is 0.215. (2) The peptide sequence is FYNEKAFLLTTFDVS. The MHC is DRB1_0405 with pseudo-sequence DRB1_0405. The binding affinity (normalized) is 0.193. (3) The peptide sequence is VQDAATYAVTTFSNV. The MHC is DRB1_0401 with pseudo-sequence DRB1_0401. The binding affinity (normalized) is 0.362. (4) The peptide sequence is KGDYGDAVVYRGTTT. The MHC is DRB1_0101 with pseudo-sequence DRB1_0101. The binding affinity (normalized) is 0.756. (5) The peptide sequence is NNLMMIEQYPYVVIM. The MHC is DRB1_0701 with pseudo-sequence DRB1_0701. The binding affinity (normalized) is 0.388.